This data is from Peptide-MHC class II binding affinity with 134,281 pairs from IEDB. The task is: Regression. Given a peptide amino acid sequence and an MHC pseudo amino acid sequence, predict their binding affinity value. This is MHC class II binding data. (1) The MHC is DRB1_0404 with pseudo-sequence DRB1_0404. The binding affinity (normalized) is 0.584. The peptide sequence is YESYKFIPALEAA. (2) The peptide sequence is GPATPAAPAAGYTPA. The binding affinity (normalized) is 0.438. The MHC is DRB1_1001 with pseudo-sequence DRB1_1001. (3) The peptide sequence is NPPFGDSYIIVGRGD. The MHC is HLA-DQA10501-DQB10303 with pseudo-sequence HLA-DQA10501-DQB10303. The binding affinity (normalized) is 0.375. (4) The peptide sequence is FDREFTFGWDELLSK. The MHC is DRB1_1602 with pseudo-sequence DRB1_1602. The binding affinity (normalized) is 0.507. (5) The peptide sequence is WKSDMSKLLNLKSDL. The MHC is DRB4_0101 with pseudo-sequence DRB4_0103. The binding affinity (normalized) is 0.303. (6) The peptide sequence is MASRFMTDPHAMRDM. The MHC is DRB1_0401 with pseudo-sequence DRB1_0401. The binding affinity (normalized) is 0.336.